Dataset: Full USPTO retrosynthesis dataset with 1.9M reactions from patents (1976-2016). Task: Predict the reactants needed to synthesize the given product. Given the product [CH3:21][O:20][C:11]1[CH:12]=[C:13]([O:18][CH3:19])[CH:14]=[C:15]([O:16][CH3:17])[C:10]=1[CH:2]1[NH:29][C:6](=[O:7])[CH2:5][CH2:4][CH2:3]1, predict the reactants needed to synthesize it. The reactants are: O=[C:2]([C:10]1[C:15]([O:16][CH3:17])=[CH:14][C:13]([O:18][CH3:19])=[CH:12][C:11]=1[O:20][CH3:21])[CH2:3][CH2:4][CH2:5][C:6](OC)=[O:7].C([O-])(=O)C.[NH4+].[BH3-]C#[N:29].[Na+].Cl.